Dataset: Full USPTO retrosynthesis dataset with 1.9M reactions from patents (1976-2016). Task: Predict the reactants needed to synthesize the given product. The reactants are: [F:1][C:2]1[CH:15]=[CH:14][C:13]2[C:4](=[C:5]([CH3:16])[N:6]=[C:7]3[C:12]=2[CH:11]=[CH:10][CH:9]=[CH:8]3)[CH:3]=1.[BH4-].[Na+].C(OC(N1CCC[C@H]1C(O)=O)=O)C(C)C.C(O)(=O)CC(CC(O)=O)(C(O)=O)O. Given the product [F:1][C:2]1[CH:3]=[C:4]2[C:13](=[CH:14][CH:15]=1)[C:12]1[CH:11]=[CH:10][CH:9]=[CH:8][C:7]=1[NH:6][C@H:5]2[CH3:16], predict the reactants needed to synthesize it.